From a dataset of NCI-60 drug combinations with 297,098 pairs across 59 cell lines. Regression. Given two drug SMILES strings and cell line genomic features, predict the synergy score measuring deviation from expected non-interaction effect. Drug 1: CN1CCC(CC1)COC2=C(C=C3C(=C2)N=CN=C3NC4=C(C=C(C=C4)Br)F)OC. Drug 2: CC(C)(C#N)C1=CC(=CC(=C1)CN2C=NC=N2)C(C)(C)C#N. Cell line: SW-620. Synergy scores: CSS=-3.12, Synergy_ZIP=-0.427, Synergy_Bliss=-1.29, Synergy_Loewe=-2.12, Synergy_HSA=-3.06.